This data is from Reaction yield outcomes from USPTO patents with 853,638 reactions. The task is: Predict the reaction yield, written as a fraction of the theoretical maximum amount of product (1.0 means a 100% yield; for example, 0.34 means a 34% yield). The reactants are [CH3:1][N:2]([S:25]([CH3:28])(=[O:27])=[O:26])[C:3]1[CH:4]=[C:5]([CH:10]=[C:11]([N:13]2[CH2:17][CH:16]([C:18]3[CH:23]=[CH:22][CH:21]=[CH:20][CH:19]=3)[CH2:15][C:14]2=[O:24])[CH:12]=1)[C:6]([O:8]C)=[O:7].[OH-].[Na+].CO. The catalyst is O1CCCC1. The product is [CH3:1][N:2]([S:25]([CH3:28])(=[O:27])=[O:26])[C:3]1[CH:4]=[C:5]([CH:10]=[C:11]([N:13]2[CH2:17][CH:16]([C:18]3[CH:23]=[CH:22][CH:21]=[CH:20][CH:19]=3)[CH2:15][C:14]2=[O:24])[CH:12]=1)[C:6]([OH:8])=[O:7]. The yield is 0.910.